Dataset: CYP2D6 inhibition data for predicting drug metabolism from PubChem BioAssay. Task: Regression/Classification. Given a drug SMILES string, predict its absorption, distribution, metabolism, or excretion properties. Task type varies by dataset: regression for continuous measurements (e.g., permeability, clearance, half-life) or binary classification for categorical outcomes (e.g., BBB penetration, CYP inhibition). Dataset: cyp2d6_veith. (1) The compound is O=C(COc1ccccc1-c1ccccc1)N/N=C/c1cccc2ccccc12. The result is 0 (non-inhibitor). (2) The compound is FC(F)(F)c1ccccc1-c1ccc2ncnc(NC3CCNCC3)c2c1. The result is 0 (non-inhibitor). (3) The molecule is N#C/C(=C\c1ccc(O)c(O)c1)C(=O)NCCCCc1ccccc1. The result is 1 (inhibitor). (4) The compound is Cc1cc(C)c2nc(-c3ccccn3)cc(C(=O)Nc3ccc(S(=O)(=O)Nc4cc(C)on4)cc3)c2c1. The result is 0 (non-inhibitor). (5) The compound is COc1ncc2nc(-c3ccc(F)cc3)c(=O)n(Cc3ccc(F)cc3)c2n1. The result is 0 (non-inhibitor). (6) The drug is CCNc1nc(Oc2ccc(=O)n(-c3ccccc3)n2)nc(N(C)C)n1. The result is 0 (non-inhibitor). (7) The compound is O=C(NCc1ccco1)c1nc2c(nnn2Cc2cccc(Cl)c2)c(=O)[nH]1. The result is 0 (non-inhibitor).